Dataset: Peptide-MHC class I binding affinity with 185,985 pairs from IEDB/IMGT. Task: Regression. Given a peptide amino acid sequence and an MHC pseudo amino acid sequence, predict their binding affinity value. This is MHC class I binding data. (1) The peptide sequence is ATVANVFLY. The MHC is HLA-A26:01 with pseudo-sequence HLA-A26:01. The binding affinity (normalized) is 0.116. (2) The peptide sequence is IVRQGIRQL. The MHC is HLA-B38:01 with pseudo-sequence HLA-B38:01. The binding affinity (normalized) is 0.0847.